Dataset: Catalyst prediction with 721,799 reactions and 888 catalyst types from USPTO. Task: Predict which catalyst facilitates the given reaction. (1) Reactant: [F:1][CH:2]([F:23])[C:3]1[O:4][C:5]([C:15]2[CH:20]=[CH:19][C:18]([O:21][CH3:22])=[CH:17][CH:16]=2)=[C:6]([C:8]2[CH:13]=[CH:12][C:11]([OH:14])=[CH:10][CH:9]=2)[N:7]=1.[C:24]([O:28][C:29]([NH:31][CH2:32][CH2:33]O)=[O:30])([CH3:27])([CH3:26])[CH3:25].N(C(OCC)=O)=NC(OCC)=O.C1(P(C2C=CC=CC=2)C2C=CC=CC=2)C=CC=CC=1. Product: [F:23][CH:2]([F:1])[C:3]1[O:4][C:5]([C:15]2[CH:20]=[CH:19][C:18]([O:21][CH3:22])=[CH:17][CH:16]=2)=[C:6]([C:8]2[CH:9]=[CH:10][C:11]([O:14][CH2:33][CH2:32][NH:31][C:29](=[O:30])[O:28][C:24]([CH3:27])([CH3:26])[CH3:25])=[CH:12][CH:13]=2)[N:7]=1. The catalyst class is: 7. (2) Reactant: [H-].[Na+].[CH3:3][O:4][C:5]1[CH:6]=[C:7]2[C:11](=[CH:12][CH:13]=1)[NH:10][CH:9]=[C:8]2[CH2:14][C:15]#[N:16].[C:17](OC)(=[O:24])[C:18]1[CH:23]=[CH:22][CH:21]=[N:20][CH:19]=1.[Cl-].[NH4+]. Product: [OH:24][C:17]([C:18]1[CH:19]=[N:20][CH:21]=[CH:22][CH:23]=1)=[C:14]([C:8]1[C:7]2[C:11](=[CH:12][CH:13]=[C:5]([O:4][CH3:3])[CH:6]=2)[NH:10][CH:9]=1)[C:15]#[N:16]. The catalyst class is: 1. (3) Reactant: [O:1]=[C:2]([NH:8][C:9]1[CH:14]=[CH:13][CH:12]=[C:11]([C:15]([F:18])([F:17])[F:16])[CH:10]=1)[CH2:3][C:4]([O:6]C)=[O:5].CO[CH:21](OC)[CH2:22][C:23](=O)[CH3:24].C[O-].[Na+].[OH-].[Na+].Cl. Product: [CH3:21][C:22]1[N:8]([C:9]2[CH:14]=[CH:13][CH:12]=[C:11]([C:15]([F:18])([F:17])[F:16])[CH:10]=2)[C:2](=[O:1])[C:3]([C:4]([OH:6])=[O:5])=[CH:24][CH:23]=1. The catalyst class is: 97. (4) The catalyst class is: 1. Product: [C:50]([O:49][CH2:48][CH2:47][CH2:46][CH2:45][O:1][C:2]1[CH:7]=[CH:6][C:5]([N:8]=[N:9][C:10]2[CH:15]=[CH:14][C:13]([N:16]=[N:17][C:18]3[CH:23]=[CH:22][CH:21]=[CH:20][CH:19]=3)=[CH:12][CH:11]=2)=[CH:4][C:3]=1[CH3:24])(=[O:53])[CH:51]=[CH2:52]. Reactant: [OH:1][C:2]1[CH:7]=[CH:6][C:5]([N:8]=[N:9][C:10]2[CH:15]=[CH:14][C:13]([N:16]=[N:17][C:18]3[CH:23]=[CH:22][CH:21]=[CH:20][CH:19]=3)=[CH:12][CH:11]=2)=[CH:4][C:3]=1[CH3:24].C1(P(C2C=CC=CC=2)C2C=CC=CC=2)C=CC=CC=1.O[CH2:45][CH2:46][CH2:47][CH2:48][O:49][C:50](=[O:53])[CH:51]=[CH2:52].N(C(OCC)=O)=NC(OCC)=O.